From a dataset of Peptide-MHC class I binding affinity with 185,985 pairs from IEDB/IMGT. Regression. Given a peptide amino acid sequence and an MHC pseudo amino acid sequence, predict their binding affinity value. This is MHC class I binding data. (1) The peptide sequence is AARHKHQVM. The MHC is HLA-A02:16 with pseudo-sequence HLA-A02:16. The binding affinity (normalized) is 0.0847. (2) The peptide sequence is TPSGTWLTY. The MHC is HLA-A11:01 with pseudo-sequence HLA-A11:01. The binding affinity (normalized) is 0.221. (3) The peptide sequence is EFKSRFFVM. The MHC is HLA-B27:05 with pseudo-sequence HLA-B27:05. The binding affinity (normalized) is 0.0847.